Dataset: Reaction yield outcomes from USPTO patents with 853,638 reactions. Task: Predict the reaction yield, written as a fraction of the theoretical maximum amount of product (1.0 means a 100% yield; for example, 0.34 means a 34% yield). (1) The reactants are [C:1]([O:5][C:6](=[O:23])[CH2:7][CH2:8][N:9]([C:13]([O:15][CH2:16][C:17]1[CH:22]=[CH:21][CH:20]=[CH:19][CH:18]=1)=[O:14])[CH2:10][CH:11]=O)([CH3:4])([CH3:3])[CH3:2].[CH3:24][O:25][C:26](=[O:39])[C@@H:27]([NH2:38])[CH2:28][CH2:29][O:30][CH2:31][C:32]1[CH:37]=[CH:36][CH:35]=[CH:34][CH:33]=1.Cl.C(N(CC)CC)C.B.N1C=CC=CC=1. The catalyst is ClCCCl.C(O)C.C(O)(=O)C. The product is [CH3:24][O:25][C:26](=[O:39])[C@@H:27]([NH:38][CH2:11][CH2:10][N:9]([C:13]([O:15][CH2:16][C:17]1[CH:22]=[CH:21][CH:20]=[CH:19][CH:18]=1)=[O:14])[CH2:8][CH2:7][C:6]([O:5][C:1]([CH3:4])([CH3:3])[CH3:2])=[O:23])[CH2:28][CH2:29][O:30][CH2:31][C:32]1[CH:37]=[CH:36][CH:35]=[CH:34][CH:33]=1. The yield is 0.790. (2) The reactants are [Cu][C:2]#[N:3].Br[C:5]1[CH:6]=[C:7]([CH:12]=[CH:13][C:14]=1[CH3:15])[C:8]([O:10][CH3:11])=[O:9]. The yield is 0.610. The catalyst is CN(C=O)C.CCOC(C)=O. The product is [C:2]([C:5]1[CH:6]=[C:7]([CH:12]=[CH:13][C:14]=1[CH3:15])[C:8]([O:10][CH3:11])=[O:9])#[N:3]. (3) The reactants are [C:1]1([N:7]2[C:12](=[O:13])[C:11]3[S:14][CH:15]=[C:16]([C:17]4[CH:22]=[CH:21][CH:20]=[CH:19][CH:18]=4)[C:10]=3[N:9]=[CH:8]2)[CH:6]=[CH:5][CH:4]=[CH:3][CH:2]=1.NC1C(C2C=CC3[O:33][CH2:34][O:35]C=3C=2)=CSC=1C(OC)=O.C(OCC)(OCC)OCC.[Cl:52]C1C=CC(N)=CC=1. The catalyst is C(O)(=O)C. The product is [O:33]1[C:20]2[CH:21]=[CH:22][C:17]([C:16]3[C:10]4[N:9]=[CH:8][N:7]([C:1]5[CH:6]=[CH:5][C:4]([Cl:52])=[CH:3][CH:2]=5)[C:12](=[O:13])[C:11]=4[S:14][CH:15]=3)=[CH:18][C:19]=2[O:35][CH2:34]1. The yield is 0.795. (4) The reactants are [NH2:1][C:2]1[C:11]2[C:6](=[C:7](Br)[CH:8]=[CH:9][CH:10]=2)[N:5]=[N:4][C:3]=1[C:13]([NH:15][CH2:16][CH2:17][CH3:18])=[O:14].[F:19][C:20]1[CH:25]=[CH:24][C:23]([CH3:26])=[CH:22][C:21]=1B(O)O. No catalyst specified. The product is [NH2:1][C:2]1[C:11]2[C:6](=[C:7]([C:21]3[CH:22]=[C:23]([CH3:26])[CH:24]=[CH:25][C:20]=3[F:19])[CH:8]=[CH:9][CH:10]=2)[N:5]=[N:4][C:3]=1[C:13]([NH:15][CH2:16][CH2:17][CH3:18])=[O:14]. The yield is 0.770. (5) The reactants are [CH2:1]([O:8][C:9]([NH:11][CH2:12][CH2:13][C@@H:14]([OH:18])[C:15]([OH:17])=[O:16])=[O:10])[C:2]1[CH:7]=[CH:6][CH:5]=[CH:4][CH:3]=1.[O-2].[Ba+2].O.O.O.O.O.O.O.O.[OH-].[Ba+2].[OH-].[CH2:32](Br)[C:33]1[CH:38]=[CH:37][CH:36]=[CH:35][CH:34]=1.Cl. The catalyst is CN(C)C=O.C(Cl)(Cl)Cl.O. The product is [CH2:32]([O:18][C@H:14]([CH2:13][CH2:12][NH:11][C:9]([O:8][CH2:1][C:2]1[CH:3]=[CH:4][CH:5]=[CH:6][CH:7]=1)=[O:10])[C:15]([OH:17])=[O:16])[C:33]1[CH:38]=[CH:37][CH:36]=[CH:35][CH:34]=1. The yield is 0.360. (6) The reactants are [NH2:1][C:2]1[CH:3]=[C:4]([CH:7]=[CH:8][CH:9]=1)[C:5]#[N:6].C(=O)(O)[O-].[Na+].[C:15](Cl)(Cl)=[S:16].[CH2:19]([NH2:23])[CH2:20][CH2:21][CH3:22]. The catalyst is C(Cl)(Cl)Cl. The product is [CH2:19]([NH:23][C:15]([NH:1][C:2]1[CH:9]=[CH:8][CH:7]=[C:4]([C:5]#[N:6])[CH:3]=1)=[S:16])[CH2:20][CH2:21][CH3:22]. The yield is 0.870. (7) The reactants are [NH2:1][C:2]1[CH:7]=[CH:6][C:5]([SH:8])=[CH:4][CH:3]=1.Cl.Cl[C:11]1[CH:16]=[CH:15][N:14]=[CH:13][CH:12]=1.C(=O)([O-])[O-].[K+].[K+]. The catalyst is CN(C=O)C.C(OCC)(=O)C.O. The product is [N:14]1[CH:15]=[CH:16][C:11]([S:8][C:5]2[CH:6]=[CH:7][C:2]([NH2:1])=[CH:3][CH:4]=2)=[CH:12][CH:13]=1. The yield is 0.780. (8) The reactants are Br[C:2]1[N:3]=[C:4]2[N:10]([C@@H:11]([C:13]3[CH:18]=[CH:17][CH:16]=[CH:15][CH:14]=3)[CH3:12])[C:9](=[O:19])[N:8]([CH3:20])[C:5]2=[N:6][CH:7]=1.BrC1N=C2N([C@@H:32]([C:34]3[CH:39]=[CH:38][CH:37]=[CH:36][CH:35]=3)[CH3:33])C(=O)NC2=NC=1.C(=O)([O-])[O-].[Cs+].[Cs+].COS(OC)(=O)=O.[CH3:53][N:54](C)C=O. The yield is 0.830. The product is [CH3:20][N:8]1[C:5]2=[N:6][CH:7]=[C:2]([C:39]3[CH:38]=[CH:37][CH:36]=[C:35]4[C:34]=3[CH:32]=[CH:33][CH:53]=[N:54]4)[N:3]=[C:4]2[N:10]([C@@H:11]([C:13]2[CH:18]=[CH:17][CH:16]=[CH:15][CH:14]=2)[CH3:12])[C:9]1=[O:19]. No catalyst specified.